Dataset: Retrosynthesis with 50K atom-mapped reactions and 10 reaction types from USPTO. Task: Predict the reactants needed to synthesize the given product. (1) Given the product O=C(Nc1ccc(C(=O)O)cc1)OCc1ccccc1, predict the reactants needed to synthesize it. The reactants are: Nc1ccc(C(=O)O)cc1.O=C(Cl)OCc1ccccc1. (2) The reactants are: CCOC(=O)CCN1C(=O)CC1(C(=O)OCC)C(=O)OCC. Given the product CCOC(=O)CCN1C(=O)CC1C(=O)OCC, predict the reactants needed to synthesize it. (3) Given the product Cc1c(OCC(F)(F)F)ccnc1CSc1nc2ccccc2n1N, predict the reactants needed to synthesize it. The reactants are: Cc1c(OCC(F)(F)F)ccnc1CSc1nc2ccccc2n1NC(=O)OC(C)(C)C. (4) The reactants are: CCOC(=O)C(CO)(C(=O)OCC)c1ccccc1.O=C(O)CN1CCC(NC(=O)c2ccccc2-c2ccc(C(F)(F)F)cc2)CC1. Given the product CCOC(=O)C(COC(=O)CN1CCC(NC(=O)c2ccccc2-c2ccc(C(F)(F)F)cc2)CC1)(C(=O)OCC)c1ccccc1, predict the reactants needed to synthesize it. (5) Given the product Cc1c2n(c3c(-c4cc(F)c(F)c(F)c4)cc(C#N)cc13)CCCNC2=O, predict the reactants needed to synthesize it. The reactants are: Cc1c2n(c3c(Br)cc(C#N)cc13)CCCNC2=O.OB(O)c1cc(F)c(F)c(F)c1. (6) Given the product CCNC(=O)Nc1nc2cc(-c3cnc(N4CCC(C)(C(=O)OCC)CC4)nc3)cc(C#N)c2s1, predict the reactants needed to synthesize it. The reactants are: CCNC(=O)Nc1nc2cc(-c3cnc(N4CCC(C)(C(=O)OCC)CC4)nc3)cc(Br)c2s1.[C-]#N. (7) The reactants are: O=Cc1ccc(F)c(Br)c1.Oc1cccc(C(F)(F)F)c1. Given the product O=Cc1ccc(Oc2cccc(C(F)(F)F)c2)c(Br)c1, predict the reactants needed to synthesize it. (8) Given the product O=C(NCCc1c[nH]c2ccc(Cl)cc12)c1cccc(-c2ccc(Cl)cc2)c1, predict the reactants needed to synthesize it. The reactants are: O=C(NCCc1c[nH]c2ccc(Cl)cc12)c1cccc(I)c1.OB(O)c1ccc(Cl)cc1. (9) Given the product [N-]=[N+]=Nc1cc(N)cc(Cl)c1, predict the reactants needed to synthesize it. The reactants are: CC(C)(C)OC(=O)Nc1cc(Cl)cc(N=[N+]=[N-])c1. (10) Given the product CC(=O)Oc1ccc(C2CCC(=O)CC2)cc1, predict the reactants needed to synthesize it. The reactants are: CC(=O)Cl.O=C1CCC(c2ccc(O)cc2)CC1.